From a dataset of Reaction yield outcomes from USPTO patents with 853,638 reactions. Predict the reaction yield, written as a fraction of the theoretical maximum amount of product (1.0 means a 100% yield; for example, 0.34 means a 34% yield). (1) The reactants are [CH3:1][O:2]/[C:3](=[CH:8]\[C:9]1[CH:14]=[CH:13][C:12]([C:15]2[CH:20]=[CH:19][CH:18]=[C:17]([N:21]([CH3:34])[C:22](OC3C=CC([N+]([O-])=O)=CC=3)=[O:23])[CH:16]=2)=[CH:11][CH:10]=1)/[C:4]([O:6][CH3:7])=[O:5].[CH2:35]([NH2:39])[CH2:36][CH2:37][CH3:38]. No catalyst specified. The product is [CH2:35]([NH:39][C:22](=[O:23])[N:21]([C:17]1[CH:16]=[C:15]([C:12]2[CH:11]=[CH:10][C:9](/[CH:8]=[C:3](\[O:2][CH3:1])/[C:4]([O:6][CH3:7])=[O:5])=[CH:14][CH:13]=2)[CH:20]=[CH:19][CH:18]=1)[CH3:34])[CH2:36][CH2:37][CH3:38]. The yield is 0.640. (2) The reactants are [CH3:1][C@@H:2]1[CH2:7][CH2:6][C@H:5]([O:8][C:9]2[C:10]([C:22]([F:25])([F:24])[F:23])=[C:11]3[C:16](=[CH:17][CH:18]=2)[CH:15]=[C:14]([C:19]([OH:21])=O)[CH:13]=[CH:12]3)[CH2:4][CH2:3]1.[CH:26]12[NH:33][CH:30]([CH2:31][CH2:32]1)[CH2:29][CH:28]([C:34]([O:36]C)=[O:35])[CH2:27]2.Cl.CN(C(ON1N=NC2C=CC=NC1=2)=[N+](C)C)C.F[P-](F)(F)(F)(F)F.C(N(CC)C(C)C)(C)C.CC(O)=O.[OH-].[Na+]. The catalyst is CN(C=O)C. The product is [CH3:1][C@@H:2]1[CH2:3][CH2:4][C@H:5]([O:8][C:9]2[C:10]([C:22]([F:23])([F:25])[F:24])=[C:11]3[C:12](=[CH:17][CH:18]=2)[CH:13]=[C:14]([C:19]([N:33]2[CH:26]4[CH2:32][CH2:31][CH:30]2[CH2:29][CH:28]([C:34]([OH:36])=[O:35])[CH2:27]4)=[O:21])[CH:15]=[CH:16]3)[CH2:6][CH2:7]1. The yield is 0.720. (3) The reactants are [OH:1][C:2]1[CH:7]=[CH:6][C:5]([S:8](Cl)(=[O:10])=[O:9])=[CH:4][CH:3]=1.C[Si](C([Si](C)(C)C)C(N)=O)(C)C.[CH3:24][C:25]1([CH3:38])[S:30][CH2:29][CH2:28][NH:27][C@H:26]1[C:31]([O:33][C:34]([CH3:37])([CH3:36])[CH3:35])=[O:32].CN1CCOCC1. The catalyst is C(Cl)(Cl)Cl.CO. The product is [OH:1][C:2]1[CH:7]=[CH:6][C:5]([S:8]([N:27]2[CH2:28][CH2:29][S:30][C:25]([CH3:24])([CH3:38])[C@@H:26]2[C:31]([O:33][C:34]([CH3:37])([CH3:36])[CH3:35])=[O:32])(=[O:10])=[O:9])=[CH:4][CH:3]=1. The yield is 0.850. (4) The reactants are Cl[C:2]1[N:7]=[CH:6][N:5]=[C:4]([O:8][CH:9]2[CH2:14][CH2:13][N:12]([C:15]([O:17][CH:18]([CH3:20])[CH3:19])=[O:16])[CH2:11][CH2:10]2)[C:3]=1[O:21][CH3:22].[CH3:23][C:24]1[C:29]([NH2:30])=[CH:28][CH:27]=[C:26]([C:31]([S:34]([CH3:37])(=[O:36])=[O:35])([CH3:33])[CH3:32])[N:25]=1.C1(C2C=CC=CC=2)C=CC=CC=1P(C(C)(C)C)C(C)(C)C.C(=O)([O-])[O-].[Cs+].[Cs+]. The catalyst is O1CCOCC1.C1C=CC(/C=C/C(/C=C/C2C=CC=CC=2)=O)=CC=1.C1C=CC(/C=C/C(/C=C/C2C=CC=CC=2)=O)=CC=1.C1C=CC(/C=C/C(/C=C/C2C=CC=CC=2)=O)=CC=1.[Pd].[Pd]. The product is [CH3:22][O:21][C:3]1[C:4]([O:8][CH:9]2[CH2:14][CH2:13][N:12]([C:15]([O:17][CH:18]([CH3:20])[CH3:19])=[O:16])[CH2:11][CH2:10]2)=[N:5][CH:6]=[N:7][C:2]=1[NH:30][C:29]1[C:24]([CH3:23])=[N:25][C:26]([C:31]([S:34]([CH3:37])(=[O:36])=[O:35])([CH3:32])[CH3:33])=[CH:27][CH:28]=1. The yield is 0.0400.